This data is from Full USPTO retrosynthesis dataset with 1.9M reactions from patents (1976-2016). The task is: Predict the reactants needed to synthesize the given product. (1) The reactants are: [F:1][C:2]1[CH:3]=[C:4]2[C:8](=[C:9]([C:12]([OH:14])=O)[C:10]=1[F:11])[NH:7][CH:6]=[CH:5]2.[C:15]([C:19]1[CH:34]=[CH:33][C:22]([CH2:23][NH:24][CH2:25][CH2:26][C:27]2[CH:32]=[CH:31][CH:30]=[CH:29][CH:28]=2)=[CH:21][CH:20]=1)([CH3:18])([CH3:17])[CH3:16].CCN=C=NCCCN(C)C.Cl. Given the product [C:15]([C:19]1[CH:34]=[CH:33][C:22]([CH2:23][N:24]([CH2:25][CH2:26][C:27]2[CH:32]=[CH:31][CH:30]=[CH:29][CH:28]=2)[C:12]([C:9]2[C:10]([F:11])=[C:2]([F:1])[CH:3]=[C:4]3[C:8]=2[NH:7][CH:6]=[CH:5]3)=[O:14])=[CH:21][CH:20]=1)([CH3:18])([CH3:16])[CH3:17], predict the reactants needed to synthesize it. (2) Given the product [Br:1][C:2]1[CH:3]=[C:4]([F:17])[CH:5]=[C:6]2[C:10]=1[N:9]([CH3:11])[C:8]([C:12]([OH:14])=[O:13])=[CH:7]2, predict the reactants needed to synthesize it. The reactants are: [Br:1][C:2]1[CH:3]=[C:4]([F:17])[CH:5]=[C:6]2[C:10]=1[N:9]([CH3:11])[C:8]([C:12]([O:14]CC)=[O:13])=[CH:7]2.CO.O.Cl. (3) The reactants are: [Cl:1][C:2]1[CH:11]=[C:10]([C:12]#[N:13])[C:9](F)=[CH:8][C:3]=1[C:4]([O:6]C)=[O:5].[C:15]([O-])([O-])=[O:16].[K+].[K+]. Given the product [Cl:1][C:2]1[CH:11]=[C:10]([C:12]#[N:13])[C:9]([O:16][CH3:15])=[CH:8][C:3]=1[C:4]([OH:6])=[O:5], predict the reactants needed to synthesize it. (4) Given the product [Br:1][C:2]1[CH:3]=[N:4][CH:5]=[C:6]([CH:10]=1)[C:7]([N:25]=[N+:26]=[N-:27])=[O:8], predict the reactants needed to synthesize it. The reactants are: [Br:1][C:2]1[CH:3]=[N:4][CH:5]=[C:6]([CH:10]=1)[C:7](O)=[O:8].C1(P([N:25]=[N+:26]=[N-:27])(C2C=CC=CC=2)=O)C=CC=CC=1. (5) Given the product [NH2:1][C:2]1([C:6]2[CH:7]=[CH:8][C:9]([C:12]3[N:13]=[C:14]4[C:19]([Cl:20])=[CH:18][C:17]([C:21]#[N:23])=[CH:16][N:15]4[C:24]=3[C:25]3[CH:30]=[CH:29][CH:28]=[CH:27][CH:26]=3)=[CH:10][CH:11]=2)[CH2:3][CH2:4][CH2:5]1, predict the reactants needed to synthesize it. The reactants are: [NH2:1][C:2]1([C:6]2[CH:11]=[CH:10][C:9]([C:12]3[N:13]=[C:14]4[C:19]([Cl:20])=[CH:18][C:17]([C:21]([NH2:23])=O)=[CH:16][N:15]4[C:24]=3[C:25]3[CH:30]=[CH:29][CH:28]=[CH:27][CH:26]=3)=[CH:8][CH:7]=2)[CH2:5][CH2:4][CH2:3]1.CCCP(O)(O)=O.O.